From a dataset of Retrosynthesis with 50K atom-mapped reactions and 10 reaction types from USPTO. Predict the reactants needed to synthesize the given product. (1) Given the product CCN1CCc2ccc(Nc3ncc(Cl)c(N[C@H]4CCC[C@H]4C(N)=O)n3)cc2CC1, predict the reactants needed to synthesize it. The reactants are: CCN1CCc2ccc(N)cc2CC1.NC(=O)[C@@H]1CCC[C@@H]1Nc1nc(Cl)ncc1Cl. (2) Given the product FC1(c2ccc(C3=NOC(c4cc(Cl)cc(Cl)c4)(C(F)(F)F)C3)cc2)CNC1, predict the reactants needed to synthesize it. The reactants are: CC(C)(C)OC(=O)N1CC(F)(c2ccc(C3=NOC(c4cc(Cl)cc(Cl)c4)(C(F)(F)F)C3)cc2)C1. (3) Given the product COc1ccc(CCCCCO)cc1, predict the reactants needed to synthesize it. The reactants are: COc1ccc(C#CCCCO)cc1. (4) The reactants are: COC(=O)c1cccc(-n2ncc(NC(N)=NCC(F)(F)F)n2)c1.NCCO. Given the product NC(=NCC(F)(F)F)Nc1cnn(-c2cccc(C(=O)NCCO)c2)n1, predict the reactants needed to synthesize it.